Dataset: Full USPTO retrosynthesis dataset with 1.9M reactions from patents (1976-2016). Task: Predict the reactants needed to synthesize the given product. (1) The reactants are: Cl.[CH3:2][C:3]1[CH:11]=[C:10]([O:12][CH2:13][CH2:14][CH2:15][CH:16]2[CH2:21][CH2:20][NH:19][CH2:18][CH2:17]2)[CH:9]=[C:8]([CH3:22])[C:4]=1[C:5]([OH:7])=[O:6].Cl[C:24]1[CH:29]=[CH:28][C:27]([CH:30]([CH3:32])[CH3:31])=[CH:26][N:25]=1.CC([O-])(C)C.[Na+].C(N1CCN2CCN(CC(C)C)P1N(CC(C)C)CC2)C(C)C. Given the product [CH:30]([C:27]1[CH:28]=[CH:29][C:24]([N:19]2[CH2:18][CH2:17][CH:16]([CH2:15][CH2:14][CH2:13][O:12][C:10]3[CH:9]=[C:8]([CH3:22])[C:4]([C:5]([OH:7])=[O:6])=[C:3]([CH3:2])[CH:11]=3)[CH2:21][CH2:20]2)=[N:25][CH:26]=1)([CH3:32])[CH3:31], predict the reactants needed to synthesize it. (2) Given the product [CH2:11]([O:1][C:2]1[CH:9]=[CH:8][C:5]([CH:6]=[O:7])=[CH:4][CH:3]=1)[CH2:12][CH2:13][CH2:14][CH2:15][CH2:16][CH3:17], predict the reactants needed to synthesize it. The reactants are: [OH:1][C:2]1[CH:9]=[CH:8][C:5]([CH:6]=[O:7])=[CH:4][CH:3]=1.Br[CH2:11][CH2:12][CH2:13][CH2:14][CH2:15][CH2:16][CH3:17]. (3) Given the product [Cl:15][C:11]1[CH:10]=[C:9]2[C:14]([C:5]([NH:4][CH2:3][CH2:2][O:16][C:17]3[CH:24]=[C:21]([CH:20]=[C:19]([O:25][CH3:26])[C:18]=3[O:27][CH3:28])[CH:22]=[O:23])=[CH:6][CH:7]=[N:8]2)=[CH:13][CH:12]=1, predict the reactants needed to synthesize it. The reactants are: Br[CH2:2][CH2:3][NH:4][C:5]1[C:14]2[C:9](=[CH:10][C:11]([Cl:15])=[CH:12][CH:13]=2)[N:8]=[CH:7][CH:6]=1.[OH:16][C:17]1[C:18]([O:27][CH3:28])=[C:19]([O:25][CH3:26])[CH:20]=[C:21]([CH:24]=1)[CH:22]=[O:23].C(=O)([O-])[O-].[K+].[K+]. (4) Given the product [Cl:9][C:10]1[C:11]2[N:12]([C:16]([CH:19]3[CH2:20][CH:21]([CH2:23][OH:24])[CH2:22]3)=[N:17][C:18]=2[I:8])[CH:13]=[CH:14][N:15]=1, predict the reactants needed to synthesize it. The reactants are: C1C(=O)N([I:8])C(=O)C1.[Cl:9][C:10]1[C:11]2[N:12]([C:16]([CH:19]3[CH2:22][CH:21]([CH2:23][OH:24])[CH2:20]3)=[N:17][CH:18]=2)[CH:13]=[CH:14][N:15]=1. (5) Given the product [C:1]([O:5][C:6]([N:8]1[CH2:9][CH2:10][C@@H:11]([C:14]2[CH:36]=[CH:35][C:17]3[C:18]4[N:22]([CH2:23][CH2:24][O:25][C:16]=3[CH:15]=2)[CH:21]=[C:20]([C:26]2[N:27]([CH:32]([CH3:33])[CH3:34])[N:28]=[C:29]([CH3:31])[N:30]=2)[N:19]=4)[C@H:12]([OH:41])[CH2:13]1)=[O:7])([CH3:2])([CH3:4])[CH3:3], predict the reactants needed to synthesize it. The reactants are: [C:1]([O:5][C:6]([N:8]1[CH2:13][CH:12]=[C:11]([C:14]2[CH:36]=[CH:35][C:17]3[C:18]4[N:22]([CH2:23][CH2:24][O:25][C:16]=3[CH:15]=2)[CH:21]=[C:20]([C:26]2[N:27]([CH:32]([CH3:34])[CH3:33])[N:28]=[C:29]([CH3:31])[N:30]=2)[N:19]=4)[CH2:10][CH2:9]1)=[O:7])([CH3:4])([CH3:3])[CH3:2].B.C1C[O:41]CC1.[OH-].[Na+].OO. (6) Given the product [Si:20]([O:19][CH2:18][C:9]1[C:10]2[O:14][N:13]=[C:12]([CH2:15][CH2:30][CH:31]3[CH2:36][CH2:35][N:34]([C:37]([O:39][C:40]([CH3:41])([CH3:43])[CH3:42])=[O:38])[CH2:33][CH2:32]3)[C:11]=2[CH:16]=[CH:17][C:8]=1[O:7][CH2:6][C:5]1[CH:4]=[CH:3][C:2]([F:1])=[CH:28][CH:27]=1)([C:23]([CH3:25])([CH3:24])[CH3:26])([CH3:21])[CH3:22], predict the reactants needed to synthesize it. The reactants are: [F:1][C:2]1[CH:28]=[CH:27][C:5]([CH2:6][O:7][C:8]2[CH:17]=[CH:16][C:11]3[C:12]([CH3:15])=[N:13][O:14][C:10]=3[C:9]=2[CH2:18][O:19][Si:20]([C:23]([CH3:26])([CH3:25])[CH3:24])([CH3:22])[CH3:21])=[CH:4][CH:3]=1.I[CH2:30][CH:31]1[CH2:36][CH2:35][N:34]([C:37]([O:39][C:40]([CH3:43])([CH3:42])[CH3:41])=[O:38])[CH2:33][CH2:32]1.C([N-]C(C)C)(C)C.[Li+].[Cl-].[NH4+].